From a dataset of TCR-epitope binding with 47,182 pairs between 192 epitopes and 23,139 TCRs. Binary Classification. Given a T-cell receptor sequence (or CDR3 region) and an epitope sequence, predict whether binding occurs between them. The epitope is GLCTLVAML. The TCR CDR3 sequence is CAIQYRGNQPQHF. Result: 1 (the TCR binds to the epitope).